Task: Binary Classification. Given a T-cell receptor sequence (or CDR3 region) and an epitope sequence, predict whether binding occurs between them.. Dataset: TCR-epitope binding with 47,182 pairs between 192 epitopes and 23,139 TCRs (1) The epitope is IPSINVHHY. The TCR CDR3 sequence is CASSQAHSGPTYEQYF. Result: 0 (the TCR does not bind to the epitope). (2) The epitope is IYSKHTPINL. The TCR CDR3 sequence is CASSEGDTQYF. Result: 0 (the TCR does not bind to the epitope). (3) The epitope is RQLLFVVEV. The TCR CDR3 sequence is CASRDYRGRDNEQFF. Result: 1 (the TCR binds to the epitope). (4) The epitope is SGPLKAEIAQRLED. The TCR CDR3 sequence is CASSPFGQGLPNEKLFF. Result: 0 (the TCR does not bind to the epitope). (5) The epitope is SEISMDNSPNL. The TCR CDR3 sequence is CASRFPGAAPLNF. Result: 1 (the TCR binds to the epitope). (6) The epitope is ELAGIGILTV. The TCR CDR3 sequence is CASTPTGAEAFF. Result: 1 (the TCR binds to the epitope). (7) The epitope is FLKEKGGL. The TCR CDR3 sequence is CASSFGSSYGYTF. Result: 0 (the TCR does not bind to the epitope). (8) The epitope is KAFSPEVIPMF. The TCR CDR3 sequence is CASSPTDREGPDTQYF. Result: 0 (the TCR does not bind to the epitope). (9) The epitope is GTSGSPIINR. The TCR CDR3 sequence is CATPGEVLSPNYGYTF. Result: 0 (the TCR does not bind to the epitope).